This data is from Reaction yield outcomes from USPTO patents with 853,638 reactions. The task is: Predict the reaction yield, written as a fraction of the theoretical maximum amount of product (1.0 means a 100% yield; for example, 0.34 means a 34% yield). (1) The catalyst is O1CCCC1.C(Cl)(Cl)Cl. The reactants are [CH3:1][N:2]1[CH2:7][CH2:6][N:5]([C:8]2[CH2:9][C:10]([N:19]3[CH2:24][CH2:23][N:22]([CH3:25])[CH2:21][CH2:20]3)=[N:11][C:12]3[CH:18]=[CH:17][CH:16]=[CH:15][C:13]=3[N:14]=2)[CH2:4][CH2:3]1.C([N-]C(C)C)(C)C.[Li+].[CH:34](=[O:37])[CH2:35][CH3:36].O. The yield is 0.920. The product is [CH3:1][N:2]1[CH2:3][CH2:4][N:5]([C:8]2[CH:9]([CH:34]([OH:37])[CH2:35][CH3:36])[C:10]([N:19]3[CH2:20][CH2:21][N:22]([CH3:25])[CH2:23][CH2:24]3)=[N:11][C:12]3[CH:18]=[CH:17][CH:16]=[CH:15][C:13]=3[N:14]=2)[CH2:6][CH2:7]1. (2) The reactants are [OH:1][C:2]1[CH:3]=[C:4]([CH:9]=[C:10]([O:13][CH3:14])[C:11]=1[OH:12])[C:5]([O:7][CH3:8])=[O:6].[C:15]([O-])([O-])=O.[K+].[K+]. The catalyst is CC(C)=O. The product is [CH3:14][O:13][C:10]1[C:11]2[O:12][CH2:15][O:1][C:2]=2[CH:3]=[C:4]([C:5]([O:7][CH3:8])=[O:6])[CH:9]=1. The yield is 0.800. (3) The reactants are [C:1]1([CH3:15])[CH:6]=[CH:5][CH:4]=[CH:3][C:2]=1[O:7][C:8]1[CH:13]=[CH:12][CH:11]=[CH:10][C:9]=1I.[Li]CCCC.CON(C)[C:24]([C@@H:26]1[CH2:31][CH2:30][CH2:29][N:28]([C:32]([O:34][C:35]([CH3:38])([CH3:37])[CH3:36])=[O:33])[CH2:27]1)=[O:25].[NH4+].[Cl-]. The product is [C:1]1([CH3:15])[CH:6]=[CH:5][CH:4]=[CH:3][C:2]=1[O:7][C:8]1[CH:13]=[CH:12][CH:11]=[CH:10][C:9]=1[C:24]([C@@H:26]1[CH2:31][CH2:30][CH2:29][N:28]([C:32]([O:34][C:35]([CH3:38])([CH3:37])[CH3:36])=[O:33])[CH2:27]1)=[O:25]. The yield is 0.450. The catalyst is C1COCC1. (4) The reactants are Cl.[NH2:2][C:3]1[CH:4]=[C:5]([C:9]([O:11]C)=[O:10])[N:6]([CH3:8])[CH:7]=1.[C:13](=O)([O:19]C(C)(C)C)[O:14][C:15]([CH3:18])([CH3:17])[CH3:16]. The catalyst is C(=O)([O-])[O-].[Na+].[Na+].O1CCOCC1. The product is [C:15]([O:14][C:13]([NH:2][C:3]1[CH:4]=[C:5]([C:9]([OH:11])=[O:10])[N:6]([CH3:8])[CH:7]=1)=[O:19])([CH3:18])([CH3:17])[CH3:16]. The yield is 0.600. (5) The reactants are [CH:1]([O:4][C:5]([N:7]1[CH2:12][CH2:11][CH:10]([O:13][C:14]2[C:19]([O:20][CH3:21])=[C:18]([NH:22][C:23]3[C:24]([CH3:34])=[N:25][C:26]([NH:29][CH2:30][CH2:31][O:32]C)=[CH:27][CH:28]=3)[N:17]=[CH:16][N:15]=2)[CH2:9][CH2:8]1)=[O:6])([CH3:3])[CH3:2].I[Si](C)(C)C. The catalyst is C(Cl)Cl. The product is [CH:1]([O:4][C:5]([N:7]1[CH2:8][CH2:9][CH:10]([O:13][C:14]2[C:19]([O:20][CH3:21])=[C:18]([NH:22][C:23]3[C:24]([CH3:34])=[N:25][C:26]([NH:29][CH2:30][CH2:31][OH:32])=[CH:27][CH:28]=3)[N:17]=[CH:16][N:15]=2)[CH2:11][CH2:12]1)=[O:6])([CH3:2])[CH3:3]. The yield is 0.370. (6) The reactants are [CH:1]1[CH:2]=[C:3]([N:9]2[CH2:14][CH2:13][N:12]([CH2:15][CH2:16][CH2:17][CH2:18][O:19][C:20]3[CH:21]=[CH:22][C:23]4[CH2:30][CH2:29][C:27](=[O:28])[NH:26][C:24]=4[CH:25]=3)[CH2:11][CH2:10]2)[C:4]([Cl:8])=[C:5]([Cl:7])[CH:6]=1.FC(F)(F)C(O)=O.O.[OH-].[Na+]. The catalyst is O1CCCC1. The product is [CH2:11]1[N:12]([CH2:15][CH2:16][CH2:17][CH2:18][O:19][C:20]2[CH:21]=[CH:22][C:23]3[CH:30]=[CH:29][C:27]([NH:26][C:24]=3[CH:25]=2)=[O:28])[CH2:13][CH2:14][N:9]([C:3]2[CH:2]=[CH:1][CH:6]=[C:5]([Cl:7])[C:4]=2[Cl:8])[CH2:10]1. The yield is 0.920. (7) The reactants are [F:1][C:2]([F:7])([F:6])[C:3]([OH:5])=[O:4].[Cl:8][C:9]1[N:10]=[CH:11][N:12]([C:14]2[CH:19]=[CH:18][C:17]([NH:20][C:21]3[N:38]=[C:24]4[CH:25]([C:31]5[CH:36]=[CH:35][C:34]([F:37])=[CH:33][CH:32]=5)[CH2:26][C:27](=[O:30])[CH2:28][CH2:29][N:23]4[N:22]=3)=[CH:16][C:15]=2[O:39][CH3:40])[CH:13]=1.[CH2:41](O)[CH2:42][OH:43].O.CC1C=CC(S(O)(=O)=O)=CC=1.C(O)(C(F)(F)F)=O. The catalyst is C1C=CC=CC=1. The product is [F:1][C:2]([F:7])([F:6])[C:3]([OH:5])=[O:4].[Cl:8][C:9]1[N:10]=[CH:11][N:12]([C:14]2[CH:19]=[CH:18][C:17]([NH:20][C:21]3[N:38]=[C:24]4[CH:25]([C:31]5[CH:36]=[CH:35][C:34]([F:37])=[CH:33][CH:32]=5)[CH2:26][C:27]5([CH2:28][CH2:29][N:23]4[N:22]=3)[O:43][CH2:42][CH2:41][O:30]5)=[CH:16][C:15]=2[O:39][CH3:40])[CH:13]=1. The yield is 0.340. (8) The reactants are [CH3:1][S:2]([NH:5][C:6]1[CH:15]=[C:14]2[C:9]([CH:10]=[C:11]([C:16]([OH:18])=O)[N:12]=[CH:13]2)=[CH:8][CH:7]=1)(=[O:4])=[O:3].CN(C(ON1N=NC2C=CC=CC1=2)=[N+](C)C)C.F[P-](F)(F)(F)(F)F.CCN(C(C)C)C(C)C.[NH:52]1[CH:56]=[CH:55][N:54]=[C:53]1[NH:57][C:58]([C:60]1[C:68]2[NH:67][C:66]([NH2:69])=[N:65][C:64]=2[CH:63]=[CH:62][CH:61]=1)=[O:59]. The catalyst is CN(C=O)C. The product is [NH:54]1[CH:55]=[CH:56][N:52]=[C:53]1[NH:57][C:58]([C:60]1[C:68]2[NH:67][C:66]([NH:69][C:16]([C:11]3[N:12]=[CH:13][C:14]4[C:9]([CH:10]=3)=[CH:8][CH:7]=[C:6]([NH:5][S:2]([CH3:1])(=[O:3])=[O:4])[CH:15]=4)=[O:18])=[N:65][C:64]=2[CH:63]=[CH:62][CH:61]=1)=[O:59]. The yield is 0.0900.